From a dataset of Full USPTO retrosynthesis dataset with 1.9M reactions from patents (1976-2016). Predict the reactants needed to synthesize the given product. (1) Given the product [Br:1][C:2]1[CH:3]=[C:4]([CH2:10][O:11][CH2:15][CH3:16])[CH:5]=[C:6]([Br:9])[C:7]=1[CH3:8], predict the reactants needed to synthesize it. The reactants are: [Br:1][C:2]1[CH:3]=[C:4]([CH2:10][OH:11])[CH:5]=[C:6]([Br:9])[C:7]=1[CH3:8].[H-].[Na+].Br[CH2:15][CH3:16]. (2) Given the product [CH3:9][O:10][C:7](=[NH:8])[C:2]1[CH:3]=[CH:4][CH:5]=[CH:6][N:1]=1, predict the reactants needed to synthesize it. The reactants are: [N:1]1[CH:6]=[CH:5][CH:4]=[CH:3][C:2]=1[C:7]#[N:8].[CH3:9][O-:10].[Na+]. (3) Given the product [F:40][C:41]1[CH:46]=[CH:45][C:44]([F:47])=[CH:43][C:42]=1[O:48][C:26]1[N:27]=[C:28]([CH2:31][CH2:32][CH3:33])[C:29]2[N:30]=[C:22]([C:18]3[CH:19]=[C:20]([CH3:21])[C:15]([O:14][CH2:13][C:12]([O:11][C:7]([CH3:10])([CH3:9])[CH3:8])=[O:39])=[C:16]([CH3:38])[CH:17]=3)[O:23][C:24]=2[N:25]=1, predict the reactants needed to synthesize it. The reactants are: C(=O)([O-])[O-].[K+].[K+].[C:7]([O:11][C:12](=[O:39])[CH2:13][O:14][C:15]1[C:20]([CH3:21])=[CH:19][C:18]([C:22]2[O:23][C:24]3[N:25]=[C:26](S(C)(=O)=O)[N:27]=[C:28]([CH2:31][CH2:32][CH3:33])[C:29]=3[N:30]=2)=[CH:17][C:16]=1[CH3:38])([CH3:10])([CH3:9])[CH3:8].[F:40][C:41]1[CH:46]=[CH:45][C:44]([F:47])=[CH:43][C:42]=1[OH:48]. (4) Given the product [C:35]([C:32]1[CH:33]=[CH:34][C:29]([C:2]2[N:7]=[C:6]([CH:8]=[O:9])[CH:5]=[CH:4][C:3]=2[O:10][CH2:11][CH2:12][O:13][Si:14]([C:17]([CH3:20])([CH3:19])[CH3:18])([CH3:16])[CH3:15])=[CH:30][CH:31]=1)(=[O:37])[CH3:36], predict the reactants needed to synthesize it. The reactants are: Br[C:2]1[N:7]=[C:6]([CH:8]=[O:9])[CH:5]=[CH:4][C:3]=1[O:10][CH2:11][CH2:12][O:13][Si:14]([C:17]([CH3:20])([CH3:19])[CH3:18])([CH3:16])[CH3:15].CC1(C)C(C)(C)OB([C:29]2[CH:34]=[CH:33][C:32]([C:35](=[O:37])[CH3:36])=[CH:31][CH:30]=2)O1.C([O-])([O-])=O.[Na+].[Na+]. (5) Given the product [F:1][C:2]1[CH:7]=[C:6]([N:8]([CH:21]2[C:29]3[C:24](=[C:25]([C:30]4[C:35]([CH3:36])=[CH:34][C:33]([O:37][CH2:47][C:48]5([OH:46])[CH2:53][CH2:52][S:51][CH2:50][CH2:49]5)=[CH:32][C:31]=4[CH3:38])[CH:26]=[CH:27][CH:28]=3)[CH2:23][CH2:22]2)[S:9]([C:12]2[CH:17]=[CH:16][CH:15]=[CH:14][C:13]=2[N+:18]([O-:20])=[O:19])(=[O:10])=[O:11])[CH:5]=[CH:4][C:3]=1[CH2:39][CH2:40][C:41]([O:43][CH2:44][CH3:45])=[O:42], predict the reactants needed to synthesize it. The reactants are: [F:1][C:2]1[CH:7]=[C:6]([N:8]([CH:21]2[C:29]3[C:24](=[C:25]([C:30]4[C:35]([CH3:36])=[CH:34][C:33]([OH:37])=[CH:32][C:31]=4[CH3:38])[CH:26]=[CH:27][CH:28]=3)[CH2:23][CH2:22]2)[S:9]([C:12]2[CH:17]=[CH:16][CH:15]=[CH:14][C:13]=2[N+:18]([O-:20])=[O:19])(=[O:11])=[O:10])[CH:5]=[CH:4][C:3]=1[CH2:39][CH2:40][C:41]([O:43][CH2:44][CH3:45])=[O:42].[O:46]1[C:48]2([CH2:53][CH2:52][S:51][CH2:50][CH2:49]2)[CH2:47]1.C(=O)([O-])[O-].[K+].[K+].O. (6) Given the product [C:33]([N:1]1[CH2:2][CH2:3][CH:4]([NH:7][C:8]([C:10]2[C:14]3[N:15]=[CH:16][N:17]=[C:18]([C:19]4[C:27]5[O:26][CH2:25][O:24][C:23]=5[CH:22]=[CH:21][C:20]=4[O:28][CH2:29][CH2:30][O:31][CH3:32])[C:13]=3[NH:12][CH:11]=2)=[O:9])[CH2:5][CH2:6]1)(=[O:35])[CH3:34], predict the reactants needed to synthesize it. The reactants are: [NH:1]1[CH2:6][CH2:5][CH:4]([NH:7][C:8]([C:10]2[C:14]3[N:15]=[CH:16][N:17]=[C:18]([C:19]4[C:27]5[O:26][CH2:25][O:24][C:23]=5[CH:22]=[CH:21][C:20]=4[O:28][CH2:29][CH2:30][O:31][CH3:32])[C:13]=3[NH:12][CH:11]=2)=[O:9])[CH2:3][CH2:2]1.[C:33](Cl)(=[O:35])[CH3:34]. (7) Given the product [CH3:42][C:41]1[CH:40]=[C:39]([C:43]2[N:47]([CH3:48])[N:46]=[CH:45][CH:44]=2)[CH:38]=[C:37]([CH3:49])[C:36]=1[C:5]1[CH:4]=[CH:3][C:2]([F:1])=[C:10]2[C:6]=1[CH2:7][CH2:8][C@H:9]2[O:11][C:12]1[CH:25]=[CH:24][C:15]2[C@H:16]([CH2:19][C:20]([O:22][CH3:23])=[O:21])[CH2:17][O:18][C:14]=2[CH:13]=1, predict the reactants needed to synthesize it. The reactants are: [F:1][C:2]1[CH:3]=[CH:4][C:5](B2OC(C)(C)C(C)(C)O2)=[C:6]2[C:10]=1[C@H:9]([O:11][C:12]1[CH:25]=[CH:24][C:15]3[C@H:16]([CH2:19][C:20]([O:22][CH3:23])=[O:21])[CH2:17][O:18][C:14]=3[CH:13]=1)[CH2:8][CH2:7]2.Br[C:36]1[C:41]([CH3:42])=[CH:40][C:39]([C:43]2[N:47]([CH3:48])[N:46]=[CH:45][CH:44]=2)=[CH:38][C:37]=1[CH3:49]. (8) Given the product [NH2:23][C:22]1[N:11]([CH2:10][C:5]2[CH:6]=[CH:7][CH:8]=[CH:9][C:4]=2[C:3]([F:13])([F:14])[F:2])[N:12]=[CH:18][C:19]=1[C:20]#[N:21], predict the reactants needed to synthesize it. The reactants are: Cl.[F:2][C:3]([F:14])([F:13])[C:4]1[CH:9]=[CH:8][CH:7]=[CH:6][C:5]=1[CH2:10][NH:11][NH2:12].C(O[CH:18]=[C:19]([C:22]#[N:23])[C:20]#[N:21])C. (9) The reactants are: [S:1](Cl)([N:4]=C=O)(=[O:3])=[O:2].CC(O)(C)C.[NH2:13][C@@H:14]([CH2:25][C:26]1[O:27][C:28]([CH2:31][C:32]2[S:33][C:34]3[CH:40]=[C:39]([C:41]4[CH:46]=[CH:45][CH:44]=[CH:43][CH:42]=4)[CH:38]=[CH:37][C:35]=3[N:36]=2)=[N:29][N:30]=1)[C:15]([O:17][CH2:18][C:19]1[CH:24]=[CH:23][CH:22]=[CH:21][CH:20]=1)=[O:16]. Given the product [C:41]1([C:39]2[CH:38]=[CH:37][C:35]3[N:36]=[C:32]([CH2:31][C:28]4[O:27][C:26]([CH2:25][C@H:14]([NH:13][S:1](=[O:3])(=[O:2])[NH2:4])[C:15]([O:17][CH2:18][C:19]5[CH:24]=[CH:23][CH:22]=[CH:21][CH:20]=5)=[O:16])=[N:30][N:29]=4)[S:33][C:34]=3[CH:40]=2)[CH:42]=[CH:43][CH:44]=[CH:45][CH:46]=1, predict the reactants needed to synthesize it. (10) Given the product [Br-:1].[CH3:28][O:27][C:25]([C:21]1[S:22][CH:23]=[CH:24][C:20]=1[NH:19][CH:12]([C:13]1[CH:18]=[CH:17][CH:16]=[CH:15][CH:14]=1)[C:11]([O:29][C@@H:30]1[CH:35]2[CH2:34][CH2:33][N+:32]([CH2:2][C:3](=[O:4])[C:5]3[CH:9]=[CH:8][S:7][CH:6]=3)([CH2:37][CH2:36]2)[CH2:31]1)=[O:10])=[O:26], predict the reactants needed to synthesize it. The reactants are: [Br:1][CH2:2][C:3]([C:5]1[CH:9]=[CH:8][S:7][CH:6]=1)=[O:4].[O:10]=[C:11]([O:29][C@@H:30]1[CH:35]2[CH2:36][CH2:37][N:32]([CH2:33][CH2:34]2)[CH2:31]1)[CH:12]([NH:19][C:20]1[CH:24]=[CH:23][S:22][C:21]=1[C:25]([O:27][CH3:28])=[O:26])[C:13]1[CH:18]=[CH:17][CH:16]=[CH:15][CH:14]=1.